This data is from Full USPTO retrosynthesis dataset with 1.9M reactions from patents (1976-2016). The task is: Predict the reactants needed to synthesize the given product. (1) Given the product [OH2:23].[CH2:20]([S:22]([OH:25])(=[O:24])=[O:23])[CH3:21].[CH3:1][CH:2]([CH3:18])[CH2:3][N:4]1[C:16]2[C:15]3[N:14]=[CH:13][CH:12]=[CH:11][C:10]=3[N:9]=[C:8]([NH2:17])[C:7]=2[N:6]=[CH:5]1, predict the reactants needed to synthesize it. The reactants are: [CH3:1][CH:2]([CH3:18])[CH2:3][N:4]1[C:16]2[C:15]3[N:14]=[CH:13][CH:12]=[CH:11][C:10]=3[N:9]=[C:8]([NH2:17])[C:7]=2[N:6]=[CH:5]1.O.[CH2:20]([S:22]([OH:25])(=[O:24])=[O:23])[CH3:21].CC(OC)(C)C. (2) Given the product [CH3:33][NH:34][C:35](=[O:36])[C:37]1[CH:38]=[CH:39][CH:40]=[C:41]([C:24]2[CH:25]=[CH:26][C:21]([O:20][C@@H:7]3[C@@H:6]([OH:53])[C@@H:5]([OH:4])[C@H:10]([OH:11])[C@@H:9]([CH2:15][OH:16])[O:8]3)=[C:22]([CH3:28])[CH:23]=2)[CH:42]=1, predict the reactants needed to synthesize it. The reactants are: C([O:4][C@@H:5]1[C@@H:10]([O:11]C(=O)C)[C@@H:9]([CH2:15][O:16]C(=O)C)[O:8][C@H:7]([O:20][C:21]2[CH:26]=[CH:25][C:24](Br)=[CH:23][C:22]=2[CH3:28])[C@H:6]1CC([O-])=O)(=O)C.[CH3:33][NH:34][C:35]([C:37]1[CH:38]=[C:39](B2OC(C)(C)C(C)(C)O2)[CH:40]=[CH:41][CH:42]=1)=[O:36].C(=O)([O-])[O-:53].[Cs+].[Cs+]. (3) Given the product [F:21][C:5]([F:20])([C:6]1[CH:7]=[CH:8][C:9]([C:12]2[CH:13]=[CH:14][C:15]([O:18][CH3:19])=[CH:16][CH:17]=2)=[CH:10][CH:11]=1)[CH2:4][CH2:36][C:35]([OH:52])=[O:34], predict the reactants needed to synthesize it. The reactants are: C(O[C:4](=O)[C:5]([F:21])([F:20])[C:6]1[CH:11]=[CH:10][C:9]([C:12]2[CH:17]=[CH:16][C:15]([O:18][CH3:19])=[CH:14][CH:13]=2)=[CH:8][CH:7]=1)C.C(N(S(F)(F)F)CC)C.C([O:34][C:35](=[O:52])[C:36](C1C=CC(C2C=CC(OC)=CC=2)=CC=1)=O)C. (4) Given the product [NH2:23][C:20]1[N:21]=[CH:22][C:17]([C:3]2[CH:4]=[CH:5][C:6]([C:25]3[CH:30]=[CH:29][CH:28]=[CH:27][C:26]=3[S:31]([CH2:34][C:35]3[NH:44][C:43](=[O:45])[C:42]4[C:37](=[CH:38][CH:39]=[CH:40][CH:41]=4)[N:36]=3)(=[O:33])=[O:32])=[CH:7][C:2]=2[F:1])=[CH:18][N:19]=1, predict the reactants needed to synthesize it. The reactants are: [F:1][C:2]1[CH:7]=[C:6](B2OC(C)(C)C(C)(C)O2)[CH:5]=[CH:4][C:3]=1[C:17]1[CH:18]=[N:19][C:20]([NH2:23])=[N:21][CH:22]=1.Br[C:25]1[CH:30]=[CH:29][CH:28]=[CH:27][C:26]=1[S:31]([CH2:34][C:35]1[NH:44][C:43](=[O:45])[C:42]2[C:37](=[CH:38][CH:39]=[CH:40][CH:41]=2)[N:36]=1)(=[O:33])=[O:32]. (5) Given the product [Br:15][CH2:12][C:9]1[S:10][CH:11]=[C:7]([C:1]2[CH:6]=[CH:5][CH:4]=[CH:3][CH:2]=2)[N:8]=1, predict the reactants needed to synthesize it. The reactants are: [C:1]1([C:7]2[N:8]=[C:9]([CH2:12]O)[S:10][CH:11]=2)[CH:6]=[CH:5][CH:4]=[CH:3][CH:2]=1.P(Br)(Br)[Br:15]. (6) Given the product [C:1]([O:5][C:6]([O:8][N:9]([CH2:17][CH2:18][C:19](=[O:29])[CH2:20][O:21][Si:22]([C:25]([CH3:28])([CH3:27])[CH3:26])([CH3:23])[CH3:24])[C:10](=[O:16])[O:11][C:12]([CH3:14])([CH3:15])[CH3:13])=[O:7])([CH3:2])([CH3:3])[CH3:4], predict the reactants needed to synthesize it. The reactants are: [C:1]([O:5][C:6]([O:8][N:9]([CH2:17][CH2:18][CH:19]([OH:29])[CH2:20][O:21][Si:22]([C:25]([CH3:28])([CH3:27])[CH3:26])([CH3:24])[CH3:23])[C:10](=[O:16])[O:11][C:12]([CH3:15])([CH3:14])[CH3:13])=[O:7])([CH3:4])([CH3:3])[CH3:2].C(Cl)Cl.